From a dataset of Catalyst prediction with 721,799 reactions and 888 catalyst types from USPTO. Predict which catalyst facilitates the given reaction. (1) Reactant: [C:1]([C:4]1[C:5](=[O:16])[NH:6][C:7]2[C:12]([CH:13]=1)=[CH:11][C:10]([Cl:14])=[C:9]([F:15])[CH:8]=2)(=O)[CH3:2].[CH3:17][C:18]([S@@:21]([NH2:23])=[O:22])([CH3:20])[CH3:19].[BH4-].[Na+]. Product: [Cl:14][C:10]1[CH:11]=[C:12]2[C:7](=[CH:8][C:9]=1[F:15])[NH:6][C:5](=[O:16])[C:4]([C@@H:1]([NH:23][S@:21]([C:18]([CH3:20])([CH3:19])[CH3:17])=[O:22])[CH3:2])=[CH:13]2. The catalyst class is: 1. (2) Reactant: [S:1]1[C:5]2[CH:6]=[CH:7][CH:8]=[CH:9][C:4]=2[N:3]=[C:2]1[NH:10][C@H:11]1[CH2:14][C@H:13]([NH:15][C:16]2[C:21]([NH2:22])=[CH:20][CH:19]=[CH:18][N:17]=2)[CH2:12]1.[F:23][C:24]([F:35])([F:34])[C:25](O[C:25](=O)[C:24]([F:35])([F:34])[F:23])=O.C(O)(=O)C. Product: [F:23][C:24]([F:35])([F:34])[C:25]1[N:15]([C@H:13]2[CH2:12][C@H:11]([NH:10][C:2]3[S:1][C:5]4[CH:6]=[CH:7][CH:8]=[CH:9][C:4]=4[N:3]=3)[CH2:14]2)[C:16]2=[N:17][CH:18]=[CH:19][CH:20]=[C:21]2[N:22]=1. The catalyst class is: 4. (3) Reactant: [Cr](Cl)([O-])(=O)=O.[NH+]1C=CC=CC=1.[OH:12][CH:13]1[CH2:18][CH2:17][CH:16]([C:19]([O:21][CH2:22][CH3:23])=[O:20])[CH2:15][CH2:14]1. Product: [O:12]=[C:13]1[CH2:18][CH2:17][CH:16]([C:19]([O:21][CH2:22][CH3:23])=[O:20])[CH2:15][CH2:14]1. The catalyst class is: 2.